This data is from Reaction yield outcomes from USPTO patents with 853,638 reactions. The task is: Predict the reaction yield, written as a fraction of the theoretical maximum amount of product (1.0 means a 100% yield; for example, 0.34 means a 34% yield). The reactants are [CH3:1][C:2]([CH3:24])([CH2:5][CH2:6][CH2:7][CH2:8][CH2:9][CH2:10][CH:11]([OH:23])[CH2:12][CH2:13][CH2:14][CH2:15][CH2:16][CH2:17][C:18]([CH3:22])([CH3:21])[CH2:19][OH:20])[CH2:3][OH:4].Cl[O-].[Na+]. The catalyst is C(O)(=O)C. The product is [OH:4][CH2:3][C:2]([CH3:24])([CH3:1])[CH2:5][CH2:6][CH2:7][CH2:8][CH2:9][CH2:10][C:11](=[O:23])[CH2:12][CH2:13][CH2:14][CH2:15][CH2:16][CH2:17][C:18]([CH3:21])([CH3:22])[CH2:19][OH:20]. The yield is 0.350.